Dataset: Forward reaction prediction with 1.9M reactions from USPTO patents (1976-2016). Task: Predict the product of the given reaction. (1) Given the reactants C(NC(C)C)(C)C.C([Li])CCC.[CH:13]1([C:19]#[N:20])[CH2:18][CH2:17][CH2:16][CH2:15][CH2:14]1.[F:21][C:22]1[CH:27]=[CH:26][C:25]([O:28][CH3:29])=[CH:24][C:23]=1[C:30]1[C:31]([C:46](OCC)=O)=[CH:32][C:33]([O:36][CH2:37][C:38]2[CH:43]=[CH:42][C:41]([O:44][CH3:45])=[CH:40][CH:39]=2)=[CH:34][CH:35]=1.[Cl-].[NH4+], predict the reaction product. The product is: [F:21][C:22]1[CH:27]=[CH:26][C:25]([O:28][CH3:29])=[CH:24][C:23]=1[C:30]1[CH:35]=[CH:34][C:33]([O:36][CH2:37][C:38]2[CH:39]=[CH:40][C:41]([O:44][CH3:45])=[CH:42][CH:43]=2)=[CH:32][C:31]=1[CH2:46][C:13]1([C:19]#[N:20])[CH2:18][CH2:17][CH2:16][CH2:15][CH2:14]1. (2) Given the reactants [Cl:1][C:2]1[CH:7]=[CH:6][N:5]=[C:4]2[CH:8]=[CH:9][S:10][C:3]=12.[Li]CCCC.I[C:17]1[N:18]=[CH:19][N:20]([CH2:22][O:23][CH2:24][CH2:25][Si:26]([CH3:29])([CH3:28])[CH3:27])[CH:21]=1, predict the reaction product. The product is: [Cl:1][C:2]1[CH:7]=[CH:6][N:5]=[C:4]2[CH:8]=[C:9]([C:17]3[N:18]=[CH:19][N:20]([CH2:22][O:23][CH2:24][CH2:25][Si:26]([CH3:29])([CH3:28])[CH3:27])[CH:21]=3)[S:10][C:3]=12. (3) The product is: [F:29][C:28]([F:31])([F:30])[C:25]1[CH:26]=[CH:27][C:22]([O:21][C:18]2[CH:19]=[CH:20][C:15]([O:14][C:12](=[O:13])[N:2]([C:3]3[CH:10]=[CH:9][C:6]([O:7][CH3:8])=[CH:5][CH:4]=3)[CH3:1])=[CH:16][CH:17]=2)=[N:23][CH:24]=1. Given the reactants [CH3:1][NH:2][C:3]1[CH:10]=[CH:9][C:6]([O:7][CH3:8])=[CH:5][CH:4]=1.Cl[C:12]([O:14][C:15]1[CH:20]=[CH:19][C:18]([O:21][C:22]2[CH:27]=[CH:26][C:25]([C:28]([F:31])([F:30])[F:29])=[CH:24][N:23]=2)=[CH:17][CH:16]=1)=[O:13], predict the reaction product. (4) Given the reactants [Cl:1][C:2]1[CH:7]=[C:6](I)[C:5]([Cl:9])=[CH:4][N:3]=1.[NH2:10][C:11]1[CH:22]=[CH:21][CH:20]=[CH:19][C:12]=1[C:13]([N:15]([O:17][CH3:18])[CH3:16])=[O:14].C(=O)([O-])[O-].[Cs+].[Cs+].CC1(C)C2C=CC=C(P(C3C=CC=CC=3)C3C=CC=CC=3)C=2OC2C1=CC=CC=2P(C1C=CC=CC=1)C1C=CC=CC=1, predict the reaction product. The product is: [Cl:1][C:2]1[CH:7]=[C:6]([NH:10][C:11]2[CH:22]=[CH:21][CH:20]=[CH:19][C:12]=2[C:13]([N:15]([O:17][CH3:18])[CH3:16])=[O:14])[C:5]([Cl:9])=[CH:4][N:3]=1. (5) Given the reactants [C:1]([N:4]1[CH2:9][CH2:8][CH:7]([CH2:10][C:11]([NH:13][C:14]2[CH:19]=[CH:18][C:17](Br)=[CH:16][CH:15]=2)=[O:12])[CH2:6][CH2:5]1)(=[O:3])[CH3:2].[CH3:21][C:22]1[CH:23]=[C:24](B(O)O)[CH:25]=[CH:26][CH:27]=1, predict the reaction product. The product is: [C:1]([N:4]1[CH2:9][CH2:8][CH:7]([CH2:10][C:11]([NH:13][C:14]2[CH:19]=[CH:18][C:17]([C:26]3[CH:25]=[CH:24][CH:23]=[C:22]([CH3:21])[CH:27]=3)=[CH:16][CH:15]=2)=[O:12])[CH2:6][CH2:5]1)(=[O:3])[CH3:2]. (6) Given the reactants [CH3:1][C:2]1[C:3](OS(C(F)(F)F)(=O)=O)=[C:4]([CH:9]=[C:10]([CH2:13][C:14]2[CH:19]=[CH:18][C:17]([C:20]3[N:21]=[N:22][N:23]([CH3:25])[CH:24]=3)=[CH:16][CH:15]=2)[C:11]=1[CH3:12])[C:5]([O:7][CH3:8])=[O:6].[CH2:34](C([Sn])=C(CCCC)CCCC)[CH2:35]CC.[Cl-].[Li+].[F-].[K+], predict the reaction product. The product is: [CH3:1][C:2]1[C:3]([CH:34]=[CH2:35])=[C:4]([CH:9]=[C:10]([CH2:13][C:14]2[CH:15]=[CH:16][C:17]([C:20]3[N:21]=[N:22][N:23]([CH3:25])[CH:24]=3)=[CH:18][CH:19]=2)[C:11]=1[CH3:12])[C:5]([O:7][CH3:8])=[O:6].